This data is from Reaction yield outcomes from USPTO patents with 853,638 reactions. The task is: Predict the reaction yield, written as a fraction of the theoretical maximum amount of product (1.0 means a 100% yield; for example, 0.34 means a 34% yield). (1) The reactants are C([O:3][C:4]([C:6]1[C:7]([CH2:25][CH3:26])=[N:8][C:9]([NH:14][CH2:15][CH2:16][CH2:17][C:18]2[CH:23]=[CH:22][CH:21]=[C:20]([OH:24])[CH:19]=2)=[N:10][C:11]=1[CH2:12][CH3:13])=[O:5])C.O[Li].O. The catalyst is O1CCOCC1.O. The product is [CH2:25]([C:7]1[C:6]([C:4]([OH:5])=[O:3])=[C:11]([CH2:12][CH3:13])[N:10]=[C:9]([NH:14][CH2:15][CH2:16][CH2:17][C:18]2[CH:23]=[CH:22][CH:21]=[C:20]([OH:24])[CH:19]=2)[N:8]=1)[CH3:26]. The yield is 0.940. (2) The reactants are [CH:1]1([NH:7][C:8]([CH:10]2[CH2:14][CH2:13][CH2:12][N:11]2[CH2:15][C:16]([OH:19])([CH3:18])[CH3:17])=[O:9])[CH2:6][CH2:5][CH2:4][CH2:3][CH2:2]1.I[CH3:21].[H-].[Na+]. The catalyst is O1CCCC1. The product is [CH:1]1([NH:7][C:8]([CH:10]2[CH2:14][CH2:13][CH2:12][N:11]2[CH2:15][C:16]([O:19][CH3:21])([CH3:17])[CH3:18])=[O:9])[CH2:2][CH2:3][CH2:4][CH2:5][CH2:6]1. The yield is 0.240. (3) The reactants are CN(N=O)C(N[N+]([O-])=O)=N.[OH-].[K+].[N+](=[CH2:15])=[N-].[F:16][C:17]1[CH:18]=[C:19](/[CH:25]=[CH:26]/[C:27]([O:29][CH2:30][CH3:31])=[O:28])[CH:20]=[CH:21][C:22]=1[O:23][CH3:24]. The catalyst is CCOCC.C(O)(=O)C.C([O-])(=O)C.[Pd+2].C([O-])(=O)C. The product is [F:16][C:17]1[CH:18]=[C:19]([CH:25]2[CH2:15][CH:26]2[C:27]([O:29][CH2:30][CH3:31])=[O:28])[CH:20]=[CH:21][C:22]=1[O:23][CH3:24]. The yield is 0.830. (4) The reactants are [CH3:1][O:2][P:3]([C:7]1[CH:8]=[C:9]([C:15]2[CH:20]=[CH:19][C:18]([CH3:21])=[CH:17][CH:16]=2)[CH:10]=[CH:11][C:12]=1[O:13][CH3:14])(=[O:6])[O:4][CH3:5].[Br:22]N1C(=O)CCC1=O.C(OOC(=O)C1C=CC=CC=1)(=O)C1C=CC=CC=1. The catalyst is C(Cl)(Cl)(Cl)Cl.C(Cl)Cl. The product is [CH3:1][O:2][P:3]([C:7]1[CH:8]=[C:9]([C:15]2[CH:16]=[CH:17][C:18]([CH2:21][Br:22])=[CH:19][CH:20]=2)[CH:10]=[CH:11][C:12]=1[O:13][CH3:14])(=[O:6])[O:4][CH3:5]. The yield is 0.670. (5) The reactants are [Cl:1][C:2]1[N:7]=[C:6](Cl)[CH:5]=[CH:4][N:3]=1.P([O-])([O-])([O-])=O.[K+].[K+].[K+].C(N(CCCC)C(C1N=C([C:30]2[CH:39]=[CH:38][C:33]([C:34]([O:36][CH3:37])=[O:35])=[CH:32][C:31]=2[C:40]([N:42]2[CH2:51][CH2:50][C:49]3[C:44](=[CH:45][CH:46]=[CH:47][CH:48]=3)[CH2:43]2)=[O:41])C=CC=1)=O)CCC. The catalyst is O1CCOCC1.C1C=CC(P(C2C=CC=CC=2)[C-]2C=CC=C2)=CC=1.C1C=CC(P(C2C=CC=CC=2)[C-]2C=CC=C2)=CC=1.Cl[Pd]Cl.[Fe+2]. The product is [Cl:1][C:2]1[N:7]=[C:6]([C:30]2[CH:39]=[CH:38][C:33]([C:34]([O:36][CH3:37])=[O:35])=[CH:32][C:31]=2[C:40]([N:42]2[CH2:51][CH2:50][C:49]3[C:44](=[CH:45][CH:46]=[CH:47][CH:48]=3)[CH2:43]2)=[O:41])[CH:5]=[CH:4][N:3]=1. The yield is 0.760. (6) The reactants are [CH:1]([C:4]1[CH:9]=[C:8]([O:10][CH3:11])[CH:7]=[CH:6][C:5]=1[OH:12])([CH3:3])[CH3:2].[C:13]1([CH3:23])[CH:18]=[CH:17][C:16]([S:19](Cl)(=[O:21])=[O:20])=[CH:15][CH:14]=1.O. The catalyst is C(Cl)Cl. The product is [CH:1]([C:4]1[CH:9]=[C:8]([O:10][CH3:11])[CH:7]=[CH:6][C:5]=1[O:12][S:19]([C:16]1[CH:17]=[CH:18][C:13]([CH3:23])=[CH:14][CH:15]=1)(=[O:21])=[O:20])([CH3:3])[CH3:2]. The yield is 0.740. (7) The reactants are [NH:1]1[C:5]2=[N:6][CH:7]=[CH:8][CH:9]=[C:4]2[CH:3]=[CH:2]1.[OH-].[K+].[OH:12][C@@H:13]1[CH2:18][CH2:17][CH2:16][CH2:15][C@H:14]1[NH:19][C:20]1[S:21][C:22]2[CH:28]=[C:27]([CH:29]=[O:30])[CH:26]=[CH:25][C:23]=2[N:24]=1.[CH3:31]O. The catalyst is CCOC(C)=O. The product is [CH3:31][O:30][CH:29]([C:3]1[C:4]2[C:5](=[N:6][CH:7]=[CH:8][CH:9]=2)[NH:1][CH:2]=1)[C:27]1[CH:26]=[CH:25][C:23]2[N:24]=[C:20]([NH:19][C@@H:14]3[CH2:15][CH2:16][CH2:17][CH2:18][C@H:13]3[OH:12])[S:21][C:22]=2[CH:28]=1. The yield is 0.0540. (8) The reactants are C(C1[CH:15]=[CH:14][C:6]([C:7]([N:9]([CH2:12][CH3:13])[CH2:10][CH3:11])=[O:8])=[C:5]([F:16])[CH:4]=1)#N.C1COCC1.CO.[OH-].[Na+].CC[O:28][C:29]([CH3:31])=[O:30]. No catalyst specified. The product is [CH2:12]([N:9]([CH2:10][CH3:11])[C:7]([C:6]1[CH:14]=[CH:15][C:31]([C:29]([OH:28])=[O:30])=[CH:4][C:5]=1[F:16])=[O:8])[CH3:13]. The yield is 0.660. (9) The reactants are [F:1][C:2]1[N:7]=[C:6]([CH:8]2[O:12]C(=O)[N:10]([C:14]([O:16][C:17]([CH3:20])([CH3:19])[CH3:18])=[O:15])[CH:9]2[CH2:21][C:22]2[CH:27]=[CH:26][CH:25]=[C:24]([O:28][C:29]([F:34])([F:33])[CH:30]([F:32])[F:31])[CH:23]=2)[CH:5]=[CH:4][CH:3]=1.[OH-].[Na+].O. The catalyst is CO. The product is [F:1][C:2]1[N:7]=[C:6]([CH:8]([OH:12])[CH:9]([NH:10][C:14](=[O:15])[O:16][C:17]([CH3:18])([CH3:19])[CH3:20])[CH2:21][C:22]2[CH:27]=[CH:26][CH:25]=[C:24]([O:28][C:29]([F:33])([F:34])[CH:30]([F:31])[F:32])[CH:23]=2)[CH:5]=[CH:4][CH:3]=1. The yield is 0.840. (10) The reactants are [Cl:1][C:2]1[CH:7]=[CH:6][C:5]([CH:8]([NH2:20])[CH:9]([C:11]2[CH:16]=[CH:15][C:14]([N+:17]([O-:19])=[O:18])=[CH:13][CH:12]=2)[NH2:10])=[CH:4][CH:3]=1.Cl.[CH3:22][O:23][C:24]1[CH:34]=[CH:33][C:27]([C:28](=N)OCC)=[CH:26][CH:25]=1.C(N(CC)CC)C.C(=O)([O-])[O-].[Na+].[Na+]. The catalyst is C(O)C.C(Cl)Cl. The product is [Cl:1][C:2]1[CH:3]=[CH:4][C:5]([CH:8]2[CH:9]([C:11]3[CH:16]=[CH:15][C:14]([N+:17]([O-:19])=[O:18])=[CH:13][CH:12]=3)[NH:10][C:28]([C:27]3[CH:33]=[CH:34][C:24]([O:23][CH3:22])=[CH:25][CH:26]=3)=[N:20]2)=[CH:6][CH:7]=1. The yield is 0.370.